This data is from Reaction yield outcomes from USPTO patents with 853,638 reactions. The task is: Predict the reaction yield, written as a fraction of the theoretical maximum amount of product (1.0 means a 100% yield; for example, 0.34 means a 34% yield). (1) The reactants are [CH:1]1[C:13]2[NH:12][C:11]3[C:6](=[CH:7][CH:8]=[CH:9][CH:10]=3)[C:5]=2[CH:4]=[CH:3][CH:2]=1.[OH-].[K+].[CH2:16](Br)[CH:17]=[CH2:18].C(Cl)(Cl)Cl. The catalyst is CS(C)=O. The product is [CH2:18]([N:12]1[C:11]2[CH:10]=[CH:9][CH:8]=[CH:7][C:6]=2[C:5]2[C:13]1=[CH:1][CH:2]=[CH:3][CH:4]=2)[CH:17]=[CH2:16]. The yield is 1.00. (2) The reactants are C[O:2][C:3]1[CH:4]=[C:5]2[C:28](=[CH:29][C:30]=1[CH3:31])[C:9]1=[N:10][O:11][C:12]([C:13]3[C:17]([C:18]([F:21])([F:20])[F:19])=[C:16]([C:22]4[CH:27]=[CH:26][CH:25]=[CH:24][CH:23]=4)[O:15][N:14]=3)=[C:8]1[CH2:7][CH2:6]2.B(Br)(Br)Br. The catalyst is ClCCl. The product is [CH3:31][C:30]1[CH:29]=[C:28]2[C:5]([CH2:6][CH2:7][C:8]3[C:9]2=[N:10][O:11][C:12]=3[C:13]2[C:17]([C:18]([F:21])([F:20])[F:19])=[C:16]([C:22]3[CH:23]=[CH:24][CH:25]=[CH:26][CH:27]=3)[O:15][N:14]=2)=[CH:4][C:3]=1[OH:2]. The yield is 0.960.